This data is from Full USPTO retrosynthesis dataset with 1.9M reactions from patents (1976-2016). The task is: Predict the reactants needed to synthesize the given product. (1) Given the product [CH3:32][N:30]1[CH:31]=[C:26]([C:9]2[CH:14]=[CH:13][N:12]=[C:11]([O:15][CH2:16][CH2:17][N:18]3[CH2:22][CH2:21][CH2:20][C:19]3=[O:23])[CH:10]=2)[C:27]2[O:36][C:35]([CH2:37][N:38]3[CH2:43][CH2:42][N:41]([S:44]([CH3:47])(=[O:46])=[O:45])[CH2:40][C@H:39]3[CH3:48])=[CH:34][C:28]=2[C:29]1=[O:33], predict the reactants needed to synthesize it. The reactants are: CC1(C)C(C)(C)OB([C:9]2[CH:14]=[CH:13][N:12]=[C:11]([O:15][CH2:16][CH2:17][N:18]3[CH2:22][CH2:21][CH2:20][C:19]3=[O:23])[CH:10]=2)O1.Br[C:26]1[C:27]2[O:36][C:35]([CH2:37][N:38]3[CH2:43][CH2:42][N:41]([S:44]([CH3:47])(=[O:46])=[O:45])[CH2:40][C@H:39]3[CH3:48])=[CH:34][C:28]=2[C:29](=[O:33])[N:30]([CH3:32])[CH:31]=1.C(=O)([O-])[O-].[K+].[K+]. (2) Given the product [Cl:1][C:2]1[CH:3]=[C:4]([CH2:23][CH3:24])[CH:5]=[C:6]2[C:10]=1[C:9](=[O:11])[N:8]([CH2:12][C:13]1[CH:14]=[CH:15][C:16]([C:19]([F:22])([F:20])[F:21])=[CH:17][CH:18]=1)[CH2:7]2, predict the reactants needed to synthesize it. The reactants are: [Cl:1][C:2]1[CH:3]=[C:4]([C:23]#[CH:24])[CH:5]=[C:6]2[C:10]=1[C:9](=[O:11])[N:8]([CH2:12][C:13]1[CH:18]=[CH:17][C:16]([C:19]([F:22])([F:21])[F:20])=[CH:15][CH:14]=1)[CH2:7]2.[H][H].CCCCCC.C(OCC)(=O)C.